From a dataset of Kir2.1 potassium channel HTS with 301,493 compounds. Binary Classification. Given a drug SMILES string, predict its activity (active/inactive) in a high-throughput screening assay against a specified biological target. (1) The drug is Clc1c2n(nc1C(=O)NCCC)c(cc(n2)c1ccccc1)C(F)(F)F. The result is 0 (inactive). (2) The drug is S(c1n(N)c(nn1)C1CCCCC1)Cc1ccccc1. The result is 0 (inactive). (3) The molecule is s1c(/C(=N\NC(=O)c2n[nH]c(c2)C)C)ccc1. The result is 0 (inactive). (4) The compound is S(=O)(=O)(N)c1ccc(NC(=O)COC(=O)c2cc3c(cc2O)cccc3)cc1. The result is 0 (inactive). (5) The result is 0 (inactive). The drug is Clc1c(S(=O)(=O)N(C)C)cc(NC(=O)CN2CCc3c2cccc3)cc1. (6) The drug is Clc1c(N2CC(CC2=O)C(OCC(=O)Nc2noc(c2)C)=O)cccc1. The result is 0 (inactive).